From a dataset of Reaction yield outcomes from USPTO patents with 853,638 reactions. Predict the reaction yield, written as a fraction of the theoretical maximum amount of product (1.0 means a 100% yield; for example, 0.34 means a 34% yield). (1) The reactants are [CH3:1][N:2]1[C:6]([C:7]2[CH:12]=[C:11]([C@@H:13]([NH:17][C:18](=[O:24])[O:19][C:20]([CH3:23])([CH3:22])[CH3:21])[CH2:14][CH:15]=C)[CH:10]=[CH:9][N:8]=2)=[C:5]([NH:25][C:26](=[O:31])[C@H:27]([CH3:30])[CH:28]=C)[CH:4]=[N:3]1. The catalyst is Cl[Ru](=C1N(C2C(C)=CC(C)=CC=2C)CCN1C1C(C)=CC(C)=CC=1C)(Cl)(=CC1C=CC=CC=1)[P](C1CCCCC1)(C1CCCCC1)C1CCCCC1.ClCCCl. The product is [CH3:1][N:2]1[N:3]=[CH:4][C:5]2[NH:25][C:26](=[O:31])[C@H:27]([CH3:28])[CH:30]=[CH:15][CH2:14][C@H:13]([NH:17][C:18](=[O:24])[O:19][C:20]([CH3:22])([CH3:23])[CH3:21])[C:11]3[CH:12]=[C:7]([N:8]=[CH:9][CH:10]=3)[C:6]1=2. The yield is 0.190. (2) The reactants are [F:1][C:2]1[CH:3]=[C:4]([CH:14]([NH:16][C:17]([C:19]2[N:20]=[C:21](Cl)[O:22][CH:23]=2)=[O:18])[CH3:15])[CH:5]=[C:6]([F:13])[C:7]=1[NH:8][S:9]([CH3:12])(=[O:11])=[O:10].[Cl:25][C:26]1[C:31]([C:32]([F:35])([F:34])[F:33])=[CH:30][CH:29]=[CH:28][C:27]=1[OH:36]. No catalyst specified. The product is [F:1][C:2]1[CH:3]=[C:4]([CH:14]([NH:16][C:17]([C:19]2[N:20]=[C:21]([O:36][C:27]3[CH:28]=[CH:29][CH:30]=[C:31]([C:32]([F:33])([F:34])[F:35])[C:26]=3[Cl:25])[O:22][CH:23]=2)=[O:18])[CH3:15])[CH:5]=[C:6]([F:13])[C:7]=1[NH:8][S:9]([CH3:12])(=[O:11])=[O:10]. The yield is 0.740. (3) The reactants are [CH2:1]([N:3](CC)[CH2:4]C)C.CNC.Cl[C:12]1[N:20]2[CH:21]([C:24]3[CH:25]=[N:26][CH:27]=[CH:28][CH:29]=3)[CH2:22][O:23][C:18]3=[C:19]2[C:14](=[C:15]([F:37])[CH:16]=[C:17]3[C:30]2[C:31]([CH3:36])=[N:32][O:33][C:34]=2[CH3:35])[N:13]=1. The catalyst is CN1CCCC1=O.CO. The product is [CH3:36][C:31]1[C:30]([C:17]2[C:18]3[O:23][CH2:22][CH:21]([C:24]4[CH:25]=[N:26][CH:27]=[CH:28][CH:29]=4)[N:20]4[C:12]([N:3]([CH3:4])[CH3:1])=[N:13][C:14]([C:19]=34)=[C:15]([F:37])[CH:16]=2)=[C:34]([CH3:35])[O:33][N:32]=1. The yield is 0.190. (4) The reactants are [Br:1][C:2]1[C:3]([F:12])=[C:4]2[C:10]([NH2:11])=[CH:9][NH:8][C:5]2=[N:6][CH:7]=1.[N:13]1[CH:18]=[CH:17][N:16]=[CH:15][C:14]=1[C:19](O)=[O:20].C1N(P(Cl)(N2C(=O)OCC2)=O)C(=O)OC1.C(N(CC)CC)C.[Li+].[OH-]. The catalyst is C(Cl)Cl.O. The product is [Br:1][C:2]1[C:3]([F:12])=[C:4]2[C:10]([NH:11][C:19]([C:14]3[CH:15]=[N:16][CH:17]=[CH:18][N:13]=3)=[O:20])=[CH:9][NH:8][C:5]2=[N:6][CH:7]=1. The yield is 0.610. (5) The reactants are [CH3:1][C:2]1[CH:3]=[C:4]([C:19]2[S:23][C:22]([CH2:24][C:25]3([C:31]([O:33]CC)=[O:32])[CH2:29][CH2:28][NH:27][C:26]3=[O:30])=[N:21][CH:20]=2)[CH:5]=[C:6]([NH:8][C:9]2[N:14]=[C:13]([C:15]([F:18])([F:17])[F:16])[CH:12]=[CH:11][N:10]=2)[CH:7]=1.O1CCCC1.CO.[OH-].[Li+]. The catalyst is C(OCC)(=O)C.O. The product is [CH3:1][C:2]1[CH:3]=[C:4]([C:19]2[S:23][C:22]([CH2:24][C:25]3([C:31]([OH:33])=[O:32])[CH2:29][CH2:28][NH:27][C:26]3=[O:30])=[N:21][CH:20]=2)[CH:5]=[C:6]([NH:8][C:9]2[N:14]=[C:13]([C:15]([F:16])([F:17])[F:18])[CH:12]=[CH:11][N:10]=2)[CH:7]=1. The yield is 0.660. (6) The reactants are [CH3:1][O:2][C:3]([C:5]1[CH:15]=[CH:14][C:8]2[N:9]=[C:10]([CH2:12]O)[S:11][C:7]=2[CH:6]=1)=[O:4].P(Br)(Br)[Br:17].O. The catalyst is C1(C)C=CC=CC=1.CN(C=O)C. The product is [CH3:1][O:2][C:3]([C:5]1[CH:15]=[CH:14][C:8]2[N:9]=[C:10]([CH2:12][Br:17])[S:11][C:7]=2[CH:6]=1)=[O:4]. The yield is 0.360. (7) The reactants are [Li+].[BH4-].C[Si](Cl)(C)C.[C:8]([O:12][C:13]([N:15]1[CH2:19][C@H:18]([OH:20])[CH2:17][C@H:16]1[C:21](O)=[O:22])=[O:14])([CH3:11])([CH3:10])[CH3:9]. The catalyst is C1COCC1. The product is [OH:20][C@H:18]1[CH2:19][N:15]([C:13]([O:12][C:8]([CH3:9])([CH3:10])[CH3:11])=[O:14])[C@H:16]([CH2:21][OH:22])[CH2:17]1. The yield is 0.650. (8) The reactants are [CH2:1]([C:3]12[CH2:22][CH2:21][C:16]3([O:20][CH2:19][CH2:18][O:17]3)[CH2:15][CH:4]1[CH2:5][CH2:6][CH2:7][C:8]1[CH:13]=[C:12]([NH2:14])[CH:11]=[CH:10][C:9]=12)[CH3:2].C1C(=O)N([Br:30])C(=O)C1.C([O-])(O)=O.[Na+].CCOC(C)=O. The catalyst is C1COCC1. The product is [Br:30][C:11]1[C:12]([NH2:14])=[CH:13][C:8]2[CH2:7][CH2:6][CH2:5][CH:4]3[CH2:15][C:16]4([CH2:21][CH2:22][C:3]3([CH2:1][CH3:2])[C:9]=2[CH:10]=1)[O:17][CH2:18][CH2:19][O:20]4. The yield is 0.590. (9) The reactants are B(Br)(Br)Br.C([O:12][C:13]1[CH:14]=[C:15]([F:31])[CH:16]=[C:17]([CH:19]=[CH:20][C:21]2[CH:26]=[CH:25][C:24]([O:27][C:28](=[O:30])[CH3:29])=[CH:23][CH:22]=2)[CH:18]=1)C1C=CC=CC=1.CO. The catalyst is C(Cl)Cl. The product is [C:28]([O:27][C:24]1[CH:25]=[CH:26][C:21]([CH:20]=[CH:19][C:17]2[CH:18]=[C:13]([OH:12])[CH:14]=[C:15]([F:31])[CH:16]=2)=[CH:22][CH:23]=1)(=[O:30])[CH3:29]. The yield is 0.610. (10) The reactants are [Cl:1][S:2]([OH:5])(=O)=[O:3].[Br:6][C:7]1[CH:8]=[CH:9][C:10]([NH2:13])=[N:11][CH:12]=1. No catalyst specified. The product is [NH2:13][C:10]1[C:9]([S:2]([Cl:1])(=[O:5])=[O:3])=[CH:8][C:7]([Br:6])=[CH:12][N:11]=1. The yield is 0.770.